From a dataset of Forward reaction prediction with 1.9M reactions from USPTO patents (1976-2016). Predict the product of the given reaction. (1) The product is: [Br:1][C:2]1[C:3]([N:20]2[CH2:21][CH2:22][N:23]([C:29]([NH:28][CH2:26][CH3:27])=[O:30])[CH2:24][CH2:25]2)=[C:4]2[N:10]=[C:9]([C:11]3[CH:16]=[CH:15][C:14]([N:17]([CH3:19])[CH3:18])=[CH:13][CH:12]=3)[NH:8][C:5]2=[N:6][CH:7]=1. Given the reactants [Br:1][C:2]1[C:3]([N:20]2[CH2:25][CH2:24][NH:23][CH2:22][CH2:21]2)=[C:4]2[N:10]=[C:9]([C:11]3[CH:16]=[CH:15][C:14]([N:17]([CH3:19])[CH3:18])=[CH:13][CH:12]=3)[NH:8][C:5]2=[N:6][CH:7]=1.[CH2:26]([N:28]=[C:29]=[O:30])[CH3:27], predict the reaction product. (2) Given the reactants [C:1]1([C:7]2[N:12]=[C:11]3[CH2:13][CH2:14][CH2:15][N:16]([CH2:17][CH2:18][CH2:19]/[CH:20]=[CH:21]/[CH2:22][C:23]([O:25]C)=[O:24])[C:10]3=[N:9][C:8]=2[C:27]2[CH:32]=[CH:31][CH:30]=[CH:29][CH:28]=2)[CH:6]=[CH:5][CH:4]=[CH:3][CH:2]=1.CO.[Li+].[OH-].Cl, predict the reaction product. The product is: [C:1]1([C:7]2[N:12]=[C:11]3[CH2:13][CH2:14][CH2:15][N:16]([CH2:17][CH2:18][CH2:19]/[CH:20]=[CH:21]/[CH2:22][C:23]([OH:25])=[O:24])[C:10]3=[N:9][C:8]=2[C:27]2[CH:28]=[CH:29][CH:30]=[CH:31][CH:32]=2)[CH:6]=[CH:5][CH:4]=[CH:3][CH:2]=1. (3) The product is: [CH3:18][CH:16]1[O:17][CH:12]([CH3:11])[CH2:13][N:14]([C:2]2[CH:7]=[N:6][C:5]([N+:8]([O-:10])=[O:9])=[CH:4][CH:3]=2)[CH2:15]1. Given the reactants Br[C:2]1[CH:3]=[CH:4][C:5]([N+:8]([O-:10])=[O:9])=[N:6][CH:7]=1.[CH3:11][CH:12]1[O:17][CH:16]([CH3:18])[CH2:15][NH:14][CH2:13]1.C(=O)([O-])[O-].[K+].[K+], predict the reaction product. (4) Given the reactants [F:1][C:2]1[CH:3]=[C:4]([NH:14]C(=O)OCC(C)C)[CH:5]=[CH:6][C:7]=1[CH:8]1[CH2:13][CH2:12][S:11][CH2:10][CH2:9]1.[OH-].[K+], predict the reaction product. The product is: [F:1][C:2]1[CH:3]=[C:4]([NH2:14])[CH:5]=[CH:6][C:7]=1[CH:8]1[CH2:9][CH2:10][S:11][CH2:12][CH2:13]1. (5) Given the reactants [NH:1]1[C:7]2[CH:8]=[CH:9][CH:10]=[CH:11][C:6]=2[C:5](=[O:12])[CH2:4][CH2:3][C:2]1=[O:13].Br[CH2:15][CH2:16][CH2:17][CH2:18][Cl:19], predict the reaction product. The product is: [Cl:19][CH2:18][CH2:17][CH2:16][CH2:15][N:1]1[C:7]2[CH:8]=[CH:9][CH:10]=[CH:11][C:6]=2[C:5](=[O:12])[CH2:4][CH2:3][C:2]1=[O:13].